This data is from Reaction yield outcomes from USPTO patents with 853,638 reactions. The task is: Predict the reaction yield, written as a fraction of the theoretical maximum amount of product (1.0 means a 100% yield; for example, 0.34 means a 34% yield). (1) The reactants are ClC(OCC(C)C)=O.[NH:9]([C:29]([O:31][C:32]([CH3:35])([CH3:34])[CH3:33])=[O:30])[C@H:10]([C:26]([OH:28])=O)[CH2:11][CH2:12][CH2:13][CH2:14][NH:15][C:16]([O:18][CH2:19][C:20]1[CH:25]=[CH:24][CH:23]=[CH:22][CH:21]=1)=[O:17].CN1CCOCC1.[NH2:43][C@H:44]([C:49]([NH:51][C@H:52]([C:57]([O:59][CH3:60])=[O:58])[CH2:53][CH:54]([CH3:56])[CH3:55])=[O:50])[CH2:45][CH:46]([CH3:48])[CH3:47].Cl. The catalyst is C(OCC)(=O)C. The product is [NH:9]([C:29]([O:31][C:32]([CH3:35])([CH3:34])[CH3:33])=[O:30])[C@H:10]([C:26]([NH:43][C@H:44]([C:49]([NH:51][C@H:52]([C:57]([O:59][CH3:60])=[O:58])[CH2:53][CH:54]([CH3:55])[CH3:56])=[O:50])[CH2:45][CH:46]([CH3:47])[CH3:48])=[O:28])[CH2:11][CH2:12][CH2:13][CH2:14][NH:15][C:16]([O:18][CH2:19][C:20]1[CH:21]=[CH:22][CH:23]=[CH:24][CH:25]=1)=[O:17]. The yield is 0.902. (2) The reactants are [CH3:1][O:2][C:3]1[CH:12]=[C:11]2[C:6]([CH:7]=[C:8]([C:17]([O:19][CH2:20][CH3:21])=[O:18])[CH:9]([C:13]([F:16])([F:15])[F:14])[O:10]2)=[CH:5][CH:4]=1.II.[I:24](O)(=O)(=O)=O. The catalyst is C(O)C.O. The product is [I:24][C:4]1[CH:5]=[C:6]2[C:11](=[CH:12][C:3]=1[O:2][CH3:1])[O:10][CH:9]([C:13]([F:14])([F:15])[F:16])[C:8]([C:17]([O:19][CH2:20][CH3:21])=[O:18])=[CH:7]2. The yield is 0.700.